This data is from Reaction yield outcomes from USPTO patents with 853,638 reactions. The task is: Predict the reaction yield, written as a fraction of the theoretical maximum amount of product (1.0 means a 100% yield; for example, 0.34 means a 34% yield). The reactants are [NH2:1][C:2]1[N:7]=[CH:6][N:5]=[C:4]([O:8][C:9]2[CH:14]=[CH:13][C:12]([NH:15]C(=O)C)=[CH:11][C:10]=2[F:19])[CH:3]=1.Cl.C([O-])([O-])=O.[Na+].[Na+]. The catalyst is CO. The product is [NH2:15][C:12]1[CH:13]=[CH:14][C:9]([O:8][C:4]2[N:5]=[CH:6][N:7]=[C:2]([NH2:1])[CH:3]=2)=[C:10]([F:19])[CH:11]=1. The yield is 0.960.